From a dataset of Reaction yield outcomes from USPTO patents with 853,638 reactions. Predict the reaction yield, written as a fraction of the theoretical maximum amount of product (1.0 means a 100% yield; for example, 0.34 means a 34% yield). The reactants are Br[C:2]1[CH:3]=[C:4]2[C:8](=[CH:9][CH:10]=1)[N:7]([CH2:11][CH3:12])[CH:6]=[C:5]2[C:13]#[N:14].[S:15]1[CH:19]=[CH:18][C:17](B(O)O)=[CH:16]1.[F-].[Cs+]. The catalyst is C([O-])(O)=O.[Na+].Cl[Pd](Cl)([P](C1C=CC=CC=1)(C1C=CC=CC=1)C1C=CC=CC=1)[P](C1C=CC=CC=1)(C1C=CC=CC=1)C1C=CC=CC=1. The product is [CH2:11]([N:7]1[C:8]2[C:4](=[CH:3][C:2]([C:17]3[CH:18]=[CH:19][S:15][CH:16]=3)=[CH:10][CH:9]=2)[C:5]([C:13]#[N:14])=[CH:6]1)[CH3:12]. The yield is 0.250.